Dataset: Forward reaction prediction with 1.9M reactions from USPTO patents (1976-2016). Task: Predict the product of the given reaction. (1) The product is: [CH2:14]([O:13][C:11]([C:10]1[C:9]([CH3:16])=[N:8][N:7]2[C:2]([O:1][CH2:21][C:20]3[C:23]([F:27])=[CH:24][CH:25]=[CH:26][C:19]=3[Cl:18])=[CH:3][C:4]([CH3:17])=[CH:5][C:6]=12)=[O:12])[CH3:15]. Given the reactants [OH:1][C:2]1[N:7]2[N:8]=[C:9]([CH3:16])[C:10]([C:11]([O:13][CH2:14][CH3:15])=[O:12])=[C:6]2[CH:5]=[C:4]([CH3:17])[CH:3]=1.[Cl:18][C:19]1[CH:26]=[CH:25][CH:24]=[C:23]([F:27])[C:20]=1[CH2:21]O.C1(P(C2C=CC=CC=2)C2C=CC=CC=2)C=CC=CC=1.N(C(OC(C)C)=O)=NC(OC(C)C)=O, predict the reaction product. (2) The product is: [F:1][C:2]1[CH:7]=[CH:6][C:5]([C:8]([F:11])([F:9])[F:10])=[CH:4][C:3]=1[NH:12][C:13](=[O:14])[C:15]1[CH:16]=[CH:17][C:18]([CH3:24])=[C:19]([C:20]([NH:76][C:73]2[CH:74]=[N:75][C:70]([NH:69][C:66]3[CH:65]=[CH:64][C:63]([N:60]4[CH2:59][CH2:58][N:57]([CH3:56])[CH2:62][CH2:61]4)=[CH:68][CH:67]=3)=[N:71][CH:72]=2)=[O:21])[CH:23]=1. Given the reactants [F:1][C:2]1[CH:7]=[CH:6][C:5]([C:8]([F:11])([F:10])[F:9])=[CH:4][C:3]=1[NH:12][C:13]([C:15]1[CH:16]=[CH:17][C:18]([CH3:24])=[C:19]([CH:23]=1)[C:20](O)=[O:21])=[O:14].C(N(C(C)C)CC)(C)C.ON1C2C=CC=CC=2N=N1.CCN=C=NCCCN(C)C.Cl.[CH3:56][N:57]1[CH2:62][CH2:61][N:60]([C:63]2[CH:68]=[CH:67][C:66]([NH:69][C:70]3[N:75]=[CH:74][C:73]([NH2:76])=[CH:72][N:71]=3)=[CH:65][CH:64]=2)[CH2:59][CH2:58]1, predict the reaction product. (3) The product is: [CH3:17][C:18]1[CH:26]=[CH:25][C:21]([C:22]([NH:2][CH:3]2[CH2:9][CH2:8][CH2:7][CH2:6][NH:5][C:4]2=[O:10])=[O:23])=[CH:20][CH:19]=1. Given the reactants Cl.[NH2:2][CH:3]1[CH2:9][CH2:8][CH2:7][CH2:6][NH:5][C:4]1=[O:10].C([O-])([O-])=O.[K+].[K+].[CH3:17][C:18]1[CH:26]=[CH:25][C:21]([C:22](Cl)=[O:23])=[CH:20][CH:19]=1, predict the reaction product.